From a dataset of Peptide-MHC class II binding affinity with 134,281 pairs from IEDB. Regression. Given a peptide amino acid sequence and an MHC pseudo amino acid sequence, predict their binding affinity value. This is MHC class II binding data. (1) The MHC is DRB1_0101 with pseudo-sequence DRB1_0101. The binding affinity (normalized) is 1.00. The peptide sequence is YDKFLANVSSVLTGK. (2) The peptide sequence is VLAPYMPDVLEKLEL. The MHC is DRB1_1101 with pseudo-sequence DRB1_1101. The binding affinity (normalized) is 0.270. (3) The peptide sequence is QVNTSKTGINENYAK. The MHC is DRB1_0101 with pseudo-sequence DRB1_0101. The binding affinity (normalized) is 0.357.